Dataset: Forward reaction prediction with 1.9M reactions from USPTO patents (1976-2016). Task: Predict the product of the given reaction. (1) The product is: [C:4]([O:3][C:1]([N:8]1[CH2:13][CH2:12][CH:11]([NH:19][CH2:18][CH2:17][O:16][CH3:15])[CH2:10][CH2:9]1)=[O:2])([CH3:7])([CH3:6])[CH3:5]. Given the reactants [C:1]([N:8]1[CH2:13][CH2:12][C:11](=O)[CH2:10][CH2:9]1)([O:3][C:4]([CH3:7])([CH3:6])[CH3:5])=[O:2].[CH3:15][O:16][CH2:17][CH2:18][NH2:19].[BH4-].[Na+], predict the reaction product. (2) Given the reactants [CH2:1]([O:3][C:4](=[O:37])[CH2:5][O:6][C:7]1[CH:33]=[CH:32][C:10]2[C:11]([CH2:14][CH2:15][C:16]3[N:17]=[C:18]([C:24]4[CH:29]=[CH:28][C:27]([Cl:30])=[CH:26][C:25]=4[Cl:31])[O:19][C:20]=3[CH:21]([CH3:23])[CH3:22])=[N:12][O:13][C:9]=2[C:8]=1[CH2:34][CH:35]=[CH2:36])[CH3:2], predict the reaction product. The product is: [CH2:1]([O:3][C:4](=[O:37])[CH2:5][O:6][C:7]1[CH:33]=[CH:32][C:10]2[C:11]([CH2:14][CH2:15][C:16]3[N:17]=[C:18]([C:24]4[CH:29]=[CH:28][C:27]([Cl:30])=[CH:26][C:25]=4[Cl:31])[O:19][C:20]=3[CH:21]([CH3:22])[CH3:23])=[N:12][O:13][C:9]=2[C:8]=1[CH2:34][CH2:35][CH3:36])[CH3:2]. (3) Given the reactants [C:1]([O:5][C:6]([NH:8][CH:9]([CH2:13][CH2:14][C:15]1[CH:20]=[CH:19][CH:18]=[CH:17][C:16]=1[Cl:21])[C:10]([OH:12])=O)=[O:7])([CH3:4])([CH3:3])[CH3:2].C(Cl)CCl.C1C=CC2N(O)N=NC=2C=1.[CH3:36][CH:37]1[CH2:42][CH2:41][NH:40][CH2:39][CH2:38]1, predict the reaction product. The product is: [C:1]([O:5][C:6](=[O:7])[NH:8][CH:9]([C:10]([N:40]1[CH2:41][CH2:42][CH:37]([CH3:36])[CH2:38][CH2:39]1)=[O:12])[CH2:13][CH2:14][C:15]1[CH:20]=[CH:19][CH:18]=[CH:17][C:16]=1[Cl:21])([CH3:2])([CH3:3])[CH3:4]. (4) Given the reactants [Cl:1][C:2]1[N:7]=[C:6](C=O)[CH:5]=[CH:4][C:3]=1[F:10].[CH:11]([O:18][CH2:19][CH3:20])([O:15][CH2:16][CH3:17])OCC, predict the reaction product. The product is: [Cl:1][C:2]1[C:3]([F:10])=[CH:4][CH:5]=[C:6]([CH:11]([O:15][CH2:16][CH3:17])[O:18][CH2:19][CH3:20])[N:7]=1. (5) Given the reactants [N:1]1[C:6]([C:7]([OH:9])=O)=[CH:5][CH:4]=[C:3]([C:10]2[CH:11]=[N:12][CH:13]=[CH:14][CH:15]=2)[CH:2]=1.[NH2:16][C@@H:17]([CH3:34])[CH2:18][N:19]1[CH:23]=[CH:22][C:21]([C:24]2[CH:31]=[C:30]([F:32])[C:27]([C:28]#[N:29])=[C:26]([Cl:33])[CH:25]=2)=[N:20]1.CN(C=O)C, predict the reaction product. The product is: [Cl:33][C:26]1[CH:25]=[C:24]([C:21]2[CH:22]=[CH:23][N:19]([CH2:18][C@@H:17]([NH:16][C:7]([C:6]3[N:1]=[CH:2][C:3]([C:10]4[CH:11]=[N:12][CH:13]=[CH:14][CH:15]=4)=[CH:4][CH:5]=3)=[O:9])[CH3:34])[N:20]=2)[CH:31]=[C:30]([F:32])[C:27]=1[C:28]#[N:29]. (6) The product is: [Br:1][C:2]1[CH:7]=[C:6]([CH2:8][C:12]#[N:13])[CH:5]=[N:4][C:3]=1[O:10][CH3:11]. Given the reactants [Br:1][C:2]1[C:3]([O:10][CH3:11])=[N:4][CH:5]=[C:6]([CH2:8]Br)[CH:7]=1.[C-:12]#[N:13].[Na+].C(Cl)Cl.C([O-])(O)=O.[Na+], predict the reaction product.